From a dataset of Full USPTO retrosynthesis dataset with 1.9M reactions from patents (1976-2016). Predict the reactants needed to synthesize the given product. (1) Given the product [N:24]([CH:11]([C:10]([C:7]1[CH:6]=[CH:5][C:4]([Br:3])=[CH:9][CH:8]=1)=[O:23])[CH2:12][C:13]([O:15][CH2:16][C:17]1[CH:18]=[CH:19][CH:20]=[CH:21][CH:22]=1)=[O:14])=[N+:25]=[N-:26], predict the reactants needed to synthesize it. The reactants are: BrBr.[Br:3][C:4]1[CH:9]=[CH:8][C:7]([C:10](=[O:23])[CH2:11][CH2:12][C:13]([O:15][CH2:16][C:17]2[CH:22]=[CH:21][CH:20]=[CH:19][CH:18]=2)=[O:14])=[CH:6][CH:5]=1.[N-:24]=[N+:25]=[N-:26].[Na+]. (2) Given the product [CH2:26]([O:25][C:17](=[O:24])[C:18]([CH2:2][CH2:3][CH2:4][CH2:5][C:6]([CH3:15])([CH3:16])[CH2:7][O:30][CH:11]1[CH2:12][CH2:13][CH2:14][CH2:9][O:10]1)([CH2:2][CH2:3][CH2:4][CH2:5][C:6]([CH3:16])([CH3:15])[CH2:7][O:8][CH:9]1[CH2:14][CH2:13][CH2:12][CH2:11][O:10]1)[C:19]([O:21][CH2:22][CH3:23])=[O:20])[CH3:27], predict the reactants needed to synthesize it. The reactants are: Br[CH2:2][CH2:3][CH2:4][CH2:5][C:6]([CH3:16])([CH3:15])[CH2:7][O:8][CH:9]1[CH2:14][CH2:13][CH2:12][CH2:11][O:10]1.[C:17]([O:25][CH2:26][CH3:27])(=[O:24])[CH2:18][C:19]([O:21][CH2:22][CH3:23])=[O:20].[H-].[Na+].[OH2:30]. (3) Given the product [Br:34][C:35]1[CH:36]=[CH:37][C:38]([C:41]([N:43]=[C:44]=[S:45])=[O:42])=[CH:39][CH:40]=1.[Br:34][C:35]1[CH:40]=[CH:39][C:38]([C:41]([NH:43][C:44]([NH:14][C:13]2[CH:15]=[CH:16][C:17]([O:19][C:20]3[C:29]4[C:24](=[CH:25][C:26]([O:32][CH3:33])=[C:27]([O:30][CH3:31])[CH:28]=4)[N:23]=[CH:22][CH:21]=3)=[CH:18][C:12]=2[Cl:11])=[S:45])=[O:42])=[CH:37][CH:36]=1, predict the reactants needed to synthesize it. The reactants are: BrC1C=CC(C(Cl)=O)=CC=1.[Cl:11][C:12]1[CH:18]=[C:17]([O:19][C:20]2[C:29]3[C:24](=[CH:25][C:26]([O:32][CH3:33])=[C:27]([O:30][CH3:31])[CH:28]=3)[N:23]=[CH:22][CH:21]=2)[CH:16]=[CH:15][C:13]=1[NH2:14].[Br:34][C:35]1[CH:40]=[CH:39][C:38]([C:41]([N:43]=[C:44]=[S:45])=[O:42])=[CH:37][CH:36]=1. (4) Given the product [Cl:1][C:2]1[CH:3]=[C:4]([CH:17]=[CH:18][C:19]=1[S:20][C:21]1[N:22]([CH3:26])[CH:23]=[CH:24][N:25]=1)[NH:5][C:6]1[C:15]2[C:10](=[CH:11][CH:12]=[CH:13][C:14]=2[O:31][CH2:30][CH2:29][N:28]([CH3:32])[CH3:27])[N:9]=[CH:8][N:7]=1, predict the reactants needed to synthesize it. The reactants are: [Cl:1][C:2]1[CH:3]=[C:4]([CH:17]=[CH:18][C:19]=1[S:20][C:21]1[N:22]([CH3:26])[CH:23]=[CH:24][N:25]=1)[NH:5][C:6]1[C:15]2[C:10](=[CH:11][CH:12]=[CH:13][C:14]=2F)[N:9]=[CH:8][N:7]=1.[CH3:27][N:28]([CH3:32])[CH2:29][CH2:30][OH:31].[H-].[Na+].O1CCOCC1. (5) Given the product [CH3:2][CH:1]([N:4]([CH2:5][CH2:6][NH:7][CH:8]([CH3:10])[CH3:9])[C:11](=[O:12])[O:13][C:14]([CH3:17])([CH3:16])[CH3:15])[CH3:3], predict the reactants needed to synthesize it. The reactants are: [CH:1]([NH:4][CH2:5][CH2:6][NH:7][CH:8]([CH3:10])[CH3:9])([CH3:3])[CH3:2].[C:11](O[C:11]([O:13][C:14]([CH3:17])([CH3:16])[CH3:15])=[O:12])([O:13][C:14]([CH3:17])([CH3:16])[CH3:15])=[O:12]. (6) Given the product [Cl:1][C:2]1[CH:7]=[CH:6][C:5]([C:8]2[CH:13]=[C:12]([CH3:14])[N:11]3[N:15]=[CH:16][C:17]([C:20]#[C:19][C:21]4[CH:22]=[CH:23][C:24]([S:27]([NH2:30])(=[O:29])=[O:28])=[CH:25][CH:26]=4)=[C:10]3[N:9]=2)=[CH:4][CH:3]=1, predict the reactants needed to synthesize it. The reactants are: [Cl:1][C:2]1[CH:7]=[CH:6][C:5]([C:8]2[CH:13]=[C:12]([CH3:14])[N:11]3[N:15]=[CH:16][C:17](I)=[C:10]3[N:9]=2)=[CH:4][CH:3]=1.[C:19]([C:21]1[CH:26]=[CH:25][C:24]([S:27]([NH2:30])(=[O:29])=[O:28])=[CH:23][CH:22]=1)#[CH:20]. (7) Given the product [Cl:27][C:26]1[CH:25]=[CH:24][N:23]=[C:22]([CH2:28][CH3:29])[C:21]=1[CH2:20][S:1][C:2]1[N:7]=[C:6]([OH:8])[CH:5]=[C:4]([C:9]([F:12])([F:10])[F:11])[N:3]=1, predict the reactants needed to synthesize it. The reactants are: [SH:1][C:2]1[N:7]=[C:6]([OH:8])[CH:5]=[C:4]([C:9]([F:12])([F:11])[F:10])[N:3]=1.C(=O)([O-])[O-].[K+].[K+].Br[CH2:20][C:21]1[C:22]([CH2:28][CH3:29])=[N:23][CH:24]=[CH:25][C:26]=1[Cl:27].